This data is from Catalyst prediction with 721,799 reactions and 888 catalyst types from USPTO. The task is: Predict which catalyst facilitates the given reaction. (1) Reactant: [CH3:1][O:2][C:3]1[C:11]([N+:12]([O-:14])=[O:13])=[CH:10][CH:9]=[CH:8][C:4]=1[C:5]([NH2:7])=O.N1C=CC=CC=1.FC(F)(F)C(OC(=O)C(F)(F)F)=O. Product: [CH3:1][O:2][C:3]1[C:11]([N+:12]([O-:14])=[O:13])=[CH:10][CH:9]=[CH:8][C:4]=1[C:5]#[N:7]. The catalyst class is: 12. (2) Reactant: [CH3:1][N:2]1[C:7]2=[N:8][CH2:9][CH2:10][CH2:11][N:6]2[CH2:5][CH2:4][CH2:3]1.[ClH:12]. Product: [ClH:12].[CH3:1][N:2]1[C:7]2=[N:8][CH2:9][CH2:10][CH2:11][N:6]2[CH2:5][CH2:4][CH2:3]1. The catalyst class is: 28. (3) Reactant: [OH:1][C:2]1[C:15]([CH2:16][CH2:17][CH3:18])=[C:14]([OH:19])[CH:13]=[CH:12][C:3]=1[C:4]([C:6]1[CH:11]=[CH:10][CH:9]=[CH:8][CH:7]=1)=O.Cl.[NH2:21]O.C([O-])(=O)C.[Na+].Cl. Product: [OH:19][C:14]1[CH:13]=[CH:12][C:3]2[C:4]([C:6]3[CH:11]=[CH:10][CH:9]=[CH:8][CH:7]=3)=[N:21][O:1][C:2]=2[C:15]=1[CH2:16][CH2:17][CH3:18]. The catalyst class is: 13.